Dataset: Full USPTO retrosynthesis dataset with 1.9M reactions from patents (1976-2016). Task: Predict the reactants needed to synthesize the given product. (1) Given the product [NH3:27].[CH2:20]([NH:27][CH:7]([CH3:16])/[CH:8]=[C:9](\[CH3:15])/[C:10]([O:12][CH2:13][CH3:14])=[O:11])[C:21]1[CH:26]=[CH:25][CH:24]=[CH:23][CH:22]=1, predict the reactants needed to synthesize it. The reactants are: C(OP(OCC)(O[CH:7]([CH3:16])/[CH:8]=[C:9](\[CH3:15])/[C:10]([O:12][CH2:13][CH3:14])=[O:11])=O)C.[CH2:20]([NH2:27])[C:21]1[CH:26]=[CH:25][CH:24]=[CH:23][CH:22]=1.CCOC(C)=O.CCCCCCC. (2) Given the product [Cl:1][C:2]1[CH:7]=[CH:6][C:5]([C:8]([C:28]2[CH:29]=[C:30]3[C:35](=[CH:36][CH:37]=2)[N:34]([CH3:38])[C:33](=[O:39])[CH:32]=[C:31]3[C:40]2[CH:41]=[CH:42][CH:43]=[CH:44][CH:45]=2)([OH:27])[C:9]2[N:10]=[CH:11][N:12]([S:14]([N:17]([CH3:18])[CH3:19])(=[O:15])=[O:16])[CH:13]=2)=[CH:4][CH:3]=1, predict the reactants needed to synthesize it. The reactants are: [Cl:1][C:2]1[CH:7]=[CH:6][C:5]([C:8]([C:28]2[CH:29]=[C:30]3[C:35](=[CH:36][CH:37]=2)[N:34]([CH3:38])[C:33](=[O:39])[CH:32]=[C:31]3[C:40]2[CH:45]=[CH:44][CH:43]=[CH:42][CH:41]=2)([OH:27])[C:9]2[N:10]=[C:11]([Si](CC)(CC)CC)[N:12]([S:14]([N:17]([CH3:19])[CH3:18])(=[O:16])=[O:15])[CH:13]=2)=[CH:4][CH:3]=1.[NH4+].[OH-]. (3) The reactants are: [Br:1][C:2]1[CH:7]=[CH:6][C:5]([C@H:8]([NH:14][C@@H:15]([CH2:19][CH:20]([CH3:22])[CH3:21])[C:16]([OH:18])=O)[C:9]2[S:10][CH:11]=[CH:12][N:13]=2)=[CH:4][CH:3]=1.[NH2:23][C:24]1([C:27]#[N:28])[CH2:26][CH2:25]1.CN(C(ON1N=NC2C=CC=NC1=2)=[N+](C)C)C.F[P-](F)(F)(F)(F)F.C(NC(C)C)(C)C.BrC1C=CC=CC=1[Li].CC(C)CC(N)C12OCC(C)(CO1)CO2.N[C@H](C(O)=O)CC(C)C. Given the product [C:27]([C:24]1([NH:23][C:16](=[O:18])[C@@H:15]([NH:14][C@@H:8]([C:5]2[CH:4]=[CH:3][C:2]([Br:1])=[CH:7][CH:6]=2)[C:9]2[S:10][CH:11]=[CH:12][N:13]=2)[CH2:19][CH:20]([CH3:22])[CH3:21])[CH2:26][CH2:25]1)#[N:28], predict the reactants needed to synthesize it. (4) Given the product [Cl:1][C:2]1[CH:3]=[C:4]([CH:9]2[CH2:10][N:11]([C:16]([CH:18]3[CH2:19][CH2:20][N:21]([C:24]([C:26]4([CH3:29])[CH2:27][CH2:28]4)=[O:25])[CH2:22][CH2:23]3)=[O:17])[CH2:12][CH:13]2[N:14]([CH3:15])[C:37]([C@H:34]2[CH2:33][CH2:32][C@@H:31]([OH:30])[CH2:36][CH2:35]2)=[O:39])[CH:5]=[CH:6][C:7]=1[Cl:8], predict the reactants needed to synthesize it. The reactants are: [Cl:1][C:2]1[CH:3]=[C:4]([CH:9]2[CH:13]([NH:14][CH3:15])[CH2:12][N:11]([C:16]([CH:18]3[CH2:23][CH2:22][N:21]([C:24]([C:26]4([CH3:29])[CH2:28][CH2:27]4)=[O:25])[CH2:20][CH2:19]3)=[O:17])[CH2:10]2)[CH:5]=[CH:6][C:7]=1[Cl:8].[OH:30][C@@H:31]1[CH2:36][CH2:35][C@H:34]([C:37]([OH:39])=O)[CH2:33][CH2:32]1.